Regression. Given a peptide amino acid sequence and an MHC pseudo amino acid sequence, predict their binding affinity value. This is MHC class II binding data. From a dataset of Peptide-MHC class II binding affinity with 134,281 pairs from IEDB. (1) The peptide sequence is YGRILHYLKAKEYSH. The MHC is DRB5_0101 with pseudo-sequence DRB5_0101. The binding affinity (normalized) is 0.661. (2) The peptide sequence is DVCGMFTNRSGSQQW. The MHC is HLA-DQA10101-DQB10501 with pseudo-sequence HLA-DQA10101-DQB10501. The binding affinity (normalized) is 0.0281. (3) The peptide sequence is EKKYFAATQFEPLAM. The MHC is HLA-DPA10103-DPB10401 with pseudo-sequence HLA-DPA10103-DPB10401. The binding affinity (normalized) is 0.694. (4) The peptide sequence is GELQIVDKIDAANKI. The MHC is DRB1_0404 with pseudo-sequence DRB1_0404. The binding affinity (normalized) is 0.840.